This data is from Full USPTO retrosynthesis dataset with 1.9M reactions from patents (1976-2016). The task is: Predict the reactants needed to synthesize the given product. Given the product [CH:57]1[C:58]2[C:62]3[CH:63]=[CH:64][CH:65]=[CH:66][C:61]=3[O:60][C:59]=2[C:54]([C:53]2[C:52](=[O:67])[NH:51][C:50](=[O:68])[C:49]=2[C:42]2[C:43]3[C:44](=[N:45][CH:46]=[CH:47][CH:48]=3)[N:40]([CH2:39][CH2:38][CH2:37][OH:36])[CH:41]=2)=[CH:55][CH:56]=1, predict the reactants needed to synthesize it. The reactants are: CCCC[N+](CCCC)(CCCC)CCCC.[F-].[Si]([O:36][CH2:37][CH2:38][CH2:39][N:40]1[C:44]2=[N:45][CH:46]=[CH:47][CH:48]=[C:43]2[C:42]([C:49]2[C:50](=[O:68])[NH:51][C:52](=[O:67])[C:53]=2[C:54]2[C:59]3[O:60][C:61]4[CH:66]=[CH:65][CH:64]=[CH:63][C:62]=4[C:58]=3[CH:57]=[CH:56][CH:55]=2)=[CH:41]1)(C(C)(C)C)(C1C=CC=CC=1)C1C=CC=CC=1.